This data is from Full USPTO retrosynthesis dataset with 1.9M reactions from patents (1976-2016). The task is: Predict the reactants needed to synthesize the given product. (1) Given the product [CH3:1][O:2][C:3](=[O:39])[CH2:4][O:5][C:6]1[CH:15]=[CH:14][C:13]([F:16])=[C:12]2[C:7]=1[C:8]([O:35][CH:36]([F:38])[F:37])=[C:9]([CH2:19][C:20]1[CH:25]=[CH:24][C:23]([N:43]3[CH:42]=[C:41]([Cl:40])[CH:45]=[N:44]3)=[CH:22][CH:21]=1)[C:10]([CH2:17][CH3:18])=[N:11]2, predict the reactants needed to synthesize it. The reactants are: [CH3:1][O:2][C:3](=[O:39])[CH2:4][O:5][C:6]1[CH:15]=[CH:14][C:13]([F:16])=[C:12]2[C:7]=1[C:8]([O:35][CH:36]([F:38])[F:37])=[C:9]([CH2:19][C:20]1[CH:25]=[CH:24][C:23](B3OC(C)(C)C(C)(C)O3)=[CH:22][CH:21]=1)[C:10]([CH2:17][CH3:18])=[N:11]2.[Cl:40][C:41]1[CH:42]=[N:43][NH:44][CH:45]=1.N1C=CC=CC=1. (2) Given the product [NH3:9].[C:1]([O:4][C:5]1[CH:22]=[CH:21][C:8]2[N:9]=[C:10]([N:12]3[CH2:17][CH2:16][CH2:15][CH2:14][C@H:13]3[C:18]([NH:33][CH2:32][CH2:31][N:25]3[C@H:26]([CH3:30])[CH2:27][CH2:28][CH2:29][C@@H:24]3[CH3:23])=[O:19])[O:11][C:7]=2[CH:6]=1)(=[O:3])[CH3:2], predict the reactants needed to synthesize it. The reactants are: [C:1]([O:4][C:5]1[CH:22]=[CH:21][C:8]2[N:9]=[C:10]([N:12]3[CH2:17][CH2:16][CH2:15][CH2:14][C@H:13]3[C:18](O)=[O:19])[O:11][C:7]=2[CH:6]=1)(=[O:3])[CH3:2].[CH3:23][C@H:24]1[CH2:29][CH2:28][CH2:27][C@@H:26]([CH3:30])[N:25]1[CH2:31][CH2:32][NH2:33]. (3) The reactants are: [F:1][C:2]1([F:11])[C:7](=[O:8])[O:6][C:4](=[O:5])[C:3]1([F:10])[F:9].[Cl:12][C:13]1[CH:32]=[CH:31][C:16]2[O:17][C:18]3[CH:30]=[CH:29][CH:28]=[CH:27][C:19]=3[C@@H:20]3[C@H:25]([NH2:26])[CH2:24][CH2:23][CH2:22][N:21]3[C:15]=2[CH:14]=1. Given the product [Cl:12][C:13]1[CH:32]=[CH:31][C:16]2[O:17][C:18]3[CH:30]=[CH:29][CH:28]=[CH:27][C:19]=3[C@@H:20]3[C@H:25]([NH:26][C:7](=[O:8])[C:2]([F:11])([F:1])[C:3]([F:10])([F:9])[C:4]([OH:6])=[O:5])[CH2:24][CH2:23][CH2:22][N:21]3[C:15]=2[CH:14]=1, predict the reactants needed to synthesize it. (4) Given the product [C:1]([O:5][C@@H:6]([C:11]1[C:30]([CH3:31])=[CH:29][C:14]2[N:15]=[C:16]([C:18]3[N:19]=[CH:20][C:21]4[N:26]([CH3:27])[N:25]=[C:24]([CH3:28])[C:22]=4[N:23]=3)[S:17][C:13]=2[C:12]=1[C:32]1[CH:37]=[CH:36][C:35]([Cl:38])=[CH:34][CH:33]=1)[C:7]([OH:9])=[O:8])([CH3:4])([CH3:2])[CH3:3], predict the reactants needed to synthesize it. The reactants are: [C:1]([O:5][C@@H:6]([C:11]1[C:30]([CH3:31])=[CH:29][C:14]2[N:15]=[C:16]([C:18]3[N:19]=[CH:20][C:21]4[N:26]([CH3:27])[N:25]=[C:24]([CH3:28])[C:22]=4[N:23]=3)[S:17][C:13]=2[C:12]=1[C:32]1[CH:37]=[CH:36][C:35]([Cl:38])=[CH:34][CH:33]=1)[C:7]([O:9]C)=[O:8])([CH3:4])([CH3:3])[CH3:2].[OH-].[Na+].C(O)(=O)C.CN(C=O)C.